From a dataset of Reaction yield outcomes from USPTO patents with 853,638 reactions. Predict the reaction yield, written as a fraction of the theoretical maximum amount of product (1.0 means a 100% yield; for example, 0.34 means a 34% yield). (1) The product is [CH3:62][O:63][C:64](=[O:65])[NH:66][C@H:67]([C:68]([N:41]1[CH2:42][CH2:43][CH2:44][C@H:40]1[C:38]1[NH:39][C:35]([C:32]2[CH:31]=[CH:30][C:29]([C:26]3[CH:27]=[CH:28][C:23]([C:20]4[NH:19][C:18]([C@@H:14]5[CH2:15][CH2:16][CH2:17][N:13]5[C:11](=[O:12])[C@H:10]([CH:9]([CH3:52])[CH3:8])[NH:45][C:46]5[N:51]=[CH:50][CH:49]=[CH:48][N:47]=5)=[N:22][CH:21]=4)=[CH:24][CH:25]=3)=[CH:34][CH:33]=2)=[CH:36][N:37]=1)=[O:69])[CH:71]([CH3:73])[CH3:72]. The yield is 0.320. The reactants are C(O)(C(F)(F)F)=O.[CH3:8][CH:9]([CH3:52])[C@H:10]([NH:45][C:46]1[N:51]=[CH:50][CH:49]=[CH:48][N:47]=1)[C:11]([N:13]1[CH2:17][CH2:16][CH2:15][C@H:14]1[C:18]1[NH:19][C:20]([C:23]2[CH:28]=[CH:27][C:26]([C:29]3[CH:34]=[CH:33][C:32]([C:35]4[NH:39][C:38]([C@@H:40]5[CH2:44][CH2:43][CH2:42][NH:41]5)=[N:37][CH:36]=4)=[CH:31][CH:30]=3)=[CH:25][CH:24]=2)=[CH:21][N:22]=1)=[O:12].CCN(C(C)C)C(C)C.[CH3:62][O:63][C:64]([NH:66][C@@H:67]([CH:71]([CH3:73])[CH3:72])[C:68](O)=[O:69])=[O:65].CN(C(ON1N=NC2C=CC=NC1=2)=[N+](C)C)C.F[P-](F)(F)(F)(F)F. The catalyst is CN(C=O)C.CO.CC#N.O. (2) The reactants are Br[C:2]1[CH:3]=[C:4]([NH:10][C:11]2[CH:16]=[CH:15][C:14]([C:17]3[CH2:18][CH2:19][N:20]([CH:23]4[CH2:26][O:25][CH2:24]4)[CH2:21][CH:22]=3)=[CH:13][N:12]=2)[C:5](=[O:9])[N:6]([CH3:8])[CH:7]=1.[C:27]([O:30][CH2:31][C:32]1[C:33]([N:47]2[CH2:59][CH2:58][N:50]3[C:51]4[CH2:52][CH2:53][CH2:54][CH2:55][C:56]=4[CH:57]=[C:49]3[C:48]2=[O:60])=[N:34][CH:35]=[CH:36][C:37]=1B1OC(C)(C)C(C)(C)O1)(=[O:29])[CH3:28].[O-]P([O-])([O-])=O.[K+].[K+].[K+].C([O-])(=O)C.[Na+]. The catalyst is C1C=CC(P(C2C=CC=CC=2)[C-]2C=CC=C2)=CC=1.C1C=CC(P(C2C=CC=CC=2)[C-]2C=CC=C2)=CC=1.Cl[Pd]Cl.[Fe+2].O.C(#N)C. The product is [C:27]([O:30][CH2:31][C:32]1[C:33]([N:47]2[CH2:59][CH2:58][N:50]3[C:51]4[CH2:52][CH2:53][CH2:54][CH2:55][C:56]=4[CH:57]=[C:49]3[C:48]2=[O:60])=[N:34][CH:35]=[CH:36][C:37]=1[C:2]1[CH:3]=[C:4]([NH:10][C:11]2[CH:16]=[CH:15][C:14]([C:17]3[CH2:18][CH2:19][N:20]([CH:23]4[CH2:26][O:25][CH2:24]4)[CH2:21][CH:22]=3)=[CH:13][N:12]=2)[C:5](=[O:9])[N:6]([CH3:8])[CH:7]=1)(=[O:29])[CH3:28]. The yield is 0.680. (3) The reactants are Cl.[NH2:2][CH:3]([C:8]1[CH:13]=[CH:12][C:11]([Br:14])=[CH:10][CH:9]=1)[C:4](OC)=[O:5].[NH3:15]. No catalyst specified. The product is [NH2:2][CH:3]([C:8]1[CH:13]=[CH:12][C:11]([Br:14])=[CH:10][CH:9]=1)[C:4]([NH2:15])=[O:5]. The yield is 0.660. (4) The reactants are C[O:2][C:3](=[O:35])[C:4]([C:7]1[CH:12]=[CH:11][C:10]([CH2:13][CH2:14][N:15]2[CH2:20][CH2:19][CH:18]([C:21]3[N:25]([CH2:26][CH2:27][O:28][CH2:29][CH3:30])[C:24]4[CH:31]=[CH:32][CH:33]=[CH:34][C:23]=4[N:22]=3)[CH2:17][CH2:16]2)=[CH:9][CH:8]=1)([CH3:6])[CH3:5].[OH-].[Na+].C(O)C.O. The catalyst is C(O)CCC.C(OC(=O)C)C.C(O)(=O)C. The product is [CH2:29]([O:28][CH2:27][CH2:26][N:25]1[C:24]2[CH:31]=[CH:32][CH:33]=[CH:34][C:23]=2[N:22]=[C:21]1[CH:18]1[CH2:19][CH2:20][N:15]([CH2:14][CH2:13][C:10]2[CH:9]=[CH:8][C:7]([C:4]([CH3:5])([CH3:6])[C:3]([OH:35])=[O:2])=[CH:12][CH:11]=2)[CH2:16][CH2:17]1)[CH3:30]. The yield is 0.900.